This data is from Forward reaction prediction with 1.9M reactions from USPTO patents (1976-2016). The task is: Predict the product of the given reaction. Given the reactants [CH:1]([N:4]1[CH2:9][CH2:8][CH:7]([O:10][C:11]2[CH:19]=[CH:18][C:17]3[N:16]4[C@@H:20]([CH3:25])[CH2:21][NH:22][C:23](=[O:24])[C:15]4=[CH:14][C:13]=3[CH:12]=2)[CH2:6][CH2:5]1)([CH3:3])[CH3:2].[CH3:26][O:27][CH2:28][CH2:29]Br.[H-].[Na+], predict the reaction product. The product is: [CH:1]([N:4]1[CH2:9][CH2:8][CH:7]([O:10][C:11]2[CH:19]=[CH:18][C:17]3[N:16]4[C@@H:20]([CH3:25])[CH2:21][N:22]([CH2:29][CH2:28][O:27][CH3:26])[C:23](=[O:24])[C:15]4=[CH:14][C:13]=3[CH:12]=2)[CH2:6][CH2:5]1)([CH3:3])[CH3:2].